Task: Predict which catalyst facilitates the given reaction.. Dataset: Catalyst prediction with 721,799 reactions and 888 catalyst types from USPTO (1) Reactant: [CH3:1][O:2][C:3]1[C:4]([O:16][CH2:17][CH2:18][O:19][CH3:20])=[CH:5][C:6]([N+:13]([O-])=O)=[C:7]([CH:12]=1)[C:8]([O:10][CH3:11])=[O:9].[H][H]. Product: [NH2:13][C:6]1[CH:5]=[C:4]([O:16][CH2:17][CH2:18][O:19][CH3:20])[C:3]([O:2][CH3:1])=[CH:12][C:7]=1[C:8]([O:10][CH3:11])=[O:9]. The catalyst class is: 99. (2) Reactant: [C:1]([O:5][C:6]([NH:8][CH:9]1[CH:13]([F:14])[CH2:12][N:11]([C:15]([O:17][CH2:18][C:19]2[CH:24]=[CH:23][CH:22]=[CH:21][CH:20]=2)=[O:16])[CH2:10]1)=[O:7])([CH3:4])([CH3:3])[CH3:2].[H-].[Na+].I[CH3:28].[Cl-].[NH4+]. Product: [C:1]([O:5][C:6]([N:8]([CH:9]1[CH:13]([F:14])[CH2:12][N:11]([C:15]([O:17][CH2:18][C:19]2[CH:24]=[CH:23][CH:22]=[CH:21][CH:20]=2)=[O:16])[CH2:10]1)[CH3:28])=[O:7])([CH3:4])([CH3:2])[CH3:3]. The catalyst class is: 1. (3) Product: [NH:8]1[CH2:13][CH2:12][CH:11]([NH:14][C:15]2[CH:16]=[C:17]([S:21][C:22]3[CH:27]=[CH:26][C:25]([CH:28]=[CH:29][C:30]([OH:32])=[O:31])=[C:24]([C:33]([F:34])([F:36])[F:35])[C:23]=3[C:37]([F:39])([F:38])[F:40])[CH:18]=[CH:19][CH:20]=2)[CH2:10][CH2:9]1. The catalyst class is: 281. Reactant: C(OC([N:8]1[CH2:13][CH2:12][CH:11]([NH:14][C:15]2[CH:20]=[CH:19][CH:18]=[C:17]([S:21][C:22]3[CH:27]=[CH:26][C:25]([CH:28]=[CH:29][C:30]([OH:32])=[O:31])=[C:24]([C:33]([F:36])([F:35])[F:34])[C:23]=3[C:37]([F:40])([F:39])[F:38])[CH:16]=2)[CH2:10][CH2:9]1)=O)(C)(C)C. (4) Reactant: Cl[C:2]1[C:11]([C:12]([OH:14])=[O:13])=[CH:10][C:9]2[C:4](=[CH:5][CH:6]=[C:7]([Cl:15])[CH:8]=2)[N:3]=1.[NH2:16][CH:17]([CH2:21][C:22]1[CH:23]=[N:24][CH:25]=[CH:26][CH:27]=1)[C:18]([OH:20])=[O:19]. Product: [C:18]([CH:17]([NH:16][C:2]1[C:11]([C:12]([OH:14])=[O:13])=[CH:10][C:9]2[C:4](=[CH:5][CH:6]=[C:7]([Cl:15])[CH:8]=2)[N:3]=1)[CH2:21][C:22]1[CH:23]=[N:24][CH:25]=[CH:26][CH:27]=1)([OH:20])=[O:19]. The catalyst class is: 16. (5) Reactant: [P:1]([O:11][CH2:12][C:13]1[C:22]2[C:17](=[CH:18][CH:19]=[CH:20][C:21]=2[CH2:23][OH:24])[CH:16]=[CH:15][CH:14]=1)([O:7][CH2:8][CH:9]=[CH2:10])([O:3][CH2:4][CH:5]=[CH2:6])=[O:2].CC(C)=[O:27].OS(O)(=O)=O.O=[Cr](=O)=O.S(=O)(=O)(O)O.CC(O)C. Product: [CH2:4]([O:3][P:1]([O:11][CH2:12][C:13]1[CH:14]=[CH:15][CH:16]=[C:17]2[C:22]=1[C:21]([C:23]([OH:27])=[O:24])=[CH:20][CH:19]=[CH:18]2)([O:7][CH2:8][CH:9]=[CH2:10])=[O:2])[CH:5]=[CH2:6]. The catalyst class is: 95. (6) Reactant: [F:1][C:2]1[CH:7]=[CH:6][C:5]([NH:8][C:9]([C:11]2[C:20]3[C:15](=[CH:16][C:17]([CH2:21][C:22]4[CH:27]=[C:26](O)[N:25]=[CH:24][N:23]=4)=[CH:18][CH:19]=3)[CH:14]=[CH:13][CH:12]=2)=[O:10])=[CH:4][C:3]=1[C:29]([F:32])([F:31])[F:30].[Cl-].CN(C)C1C=CC=CC=1.O=P(Cl)(Cl)[Cl:45]. Product: [F:1][C:2]1[CH:7]=[CH:6][C:5]([NH:8][C:9]([C:11]2[C:20]3[C:15](=[CH:16][C:17]([CH2:21][C:22]4[CH:27]=[C:26]([Cl:45])[N:25]=[CH:24][N:23]=4)=[CH:18][CH:19]=3)[CH:14]=[CH:13][CH:12]=2)=[O:10])=[CH:4][C:3]=1[C:29]([F:32])([F:31])[F:30]. The catalyst class is: 23.